From a dataset of Forward reaction prediction with 1.9M reactions from USPTO patents (1976-2016). Predict the product of the given reaction. The product is: [Br:24][CH2:23][CH2:22][CH2:21][CH2:20][CH2:19][CH2:18][C:10]([CH3:12])([CH3:11])[C:9]([O:14][CH2:15][CH3:16])=[O:13]. Given the reactants [Li+].CC([N-]C(C)C)C.[C:9]([O:14][CH2:15][CH3:16])(=[O:13])[CH:10]([CH3:12])[CH3:11].Br[CH2:18][CH2:19][CH2:20][CH2:21][CH2:22][CH2:23][Br:24].[NH4+].[Cl-], predict the reaction product.